Task: Predict the reaction yield, written as a fraction of the theoretical maximum amount of product (1.0 means a 100% yield; for example, 0.34 means a 34% yield).. Dataset: Reaction yield outcomes from USPTO patents with 853,638 reactions (1) The reactants are [CH3:1][N:2]([C@@H:4]1[C:22](=[O:23])[C:21]([C:24]([NH2:26])=[O:25])=[C:20]([OH:27])[C@:19]2([OH:28])[C@H:5]1[CH2:6][C@H:7]1[C:16]([C:17]2=[O:18])=[C:15]([OH:29])[C:14]2[C:9](=[C:10](I)[CH:11]=[CH:12][C:13]=2[OH:30])[CH2:8]1)[CH3:3]. The catalyst is CC([O-])=O.CC([O-])=O.[Pd+2]. The product is [CH3:1][N:2]([C@@H:4]1[C:22](=[O:23])[C:21]([C:24]([NH2:26])=[O:25])=[C:20]([OH:27])[C@:19]2([OH:28])[C@H:5]1[CH2:6][C@H:7]1[C:16]([C:17]2=[O:18])=[C:15]([OH:29])[C:14]2[C:9](=[C:10]([C:4]3[CH:22]=[CH:21][CH:20]=[CH:19][CH:5]=3)[CH:11]=[CH:12][C:13]=2[OH:30])[CH2:8]1)[CH3:3]. The yield is 0.420. (2) The reactants are [Cl:1][C:2]1[CH:7]=[C:6]([Cl:8])[CH:5]=[CH:4][C:3]=1[C:9](=O)[CH3:10].[NH2:12][C:13]([NH2:15])=[S:14]. No catalyst specified. The product is [NH2:15][C:13]1[S:14][CH:10]=[C:9]([C:3]2[CH:4]=[CH:5][C:6]([Cl:8])=[CH:7][C:2]=2[Cl:1])[N:12]=1. The yield is 0.971.